Regression. Given two drug SMILES strings and cell line genomic features, predict the synergy score measuring deviation from expected non-interaction effect. From a dataset of NCI-60 drug combinations with 297,098 pairs across 59 cell lines. (1) Drug 2: CC(C)CN1C=NC2=C1C3=CC=CC=C3N=C2N. Drug 1: C(CC(=O)O)C(=O)CN.Cl. Synergy scores: CSS=2.08, Synergy_ZIP=-5.87, Synergy_Bliss=-6.45, Synergy_Loewe=-7.69, Synergy_HSA=-7.53. Cell line: SN12C. (2) Drug 1: COC1=NC(=NC2=C1N=CN2C3C(C(C(O3)CO)O)O)N. Drug 2: CC(C)NC(=O)C1=CC=C(C=C1)CNNC.Cl. Cell line: DU-145. Synergy scores: CSS=-2.97, Synergy_ZIP=1.38, Synergy_Bliss=1.44, Synergy_Loewe=-3.19, Synergy_HSA=-2.31.